From a dataset of Catalyst prediction with 721,799 reactions and 888 catalyst types from USPTO. Predict which catalyst facilitates the given reaction. (1) Reactant: [CH2:1]([O:8][C@H:9]1[C@H:13]2[O:14][CH2:15][C@@H:16]([OH:17])[C@H:12]2[O:11][CH2:10]1)[C:2]1[CH:7]=[CH:6][CH:5]=[CH:4][CH:3]=1.[F:18][C:19]1[CH:20]=[CH:21][C:22]([N+:26]([O-:28])=[O:27])=[C:23](O)[CH:24]=1.C1(P(C2C=CC=CC=2)C2C=CC=CC=2)C=CC=CC=1.N(C(OC(C)(C)C)=O)=NC(OC(C)(C)C)=O. Product: [CH2:1]([O:8][C@@H:9]1[CH2:10][O:11][C@@H:12]2[C@@H:16]([O:17][C:21]3[CH:20]=[C:19]([F:18])[CH:24]=[CH:23][C:22]=3[N+:26]([O-:28])=[O:27])[CH2:15][O:14][C@H:13]12)[C:2]1[CH:3]=[CH:4][CH:5]=[CH:6][CH:7]=1. The catalyst class is: 1. (2) Reactant: [Cl:1][S:2]([C:5]1[C:6]([O:17][CH3:18])=[CH:7][C:8]([O:14][CH2:15][CH3:16])=[C:9]([CH:13]=1)[C:10]([OH:12])=[O:11])(=[O:4])=[O:3].[N+](=[CH2:21])=[N-]. Product: [CH3:21][O:11][C:10](=[O:12])[C:9]1[CH:13]=[C:5]([S:2]([Cl:1])(=[O:4])=[O:3])[C:6]([O:17][CH3:18])=[CH:7][C:8]=1[O:14][CH2:15][CH3:16]. The catalyst class is: 365. (3) Reactant: [Br:1][C:2]1[C:3]2[N:4]([C:9]([NH:14][CH2:15][CH2:16][CH3:17])=[C:10]([S:12][CH3:13])[N:11]=2)[CH:5]=[C:6]([CH3:8])[CH:7]=1.[CH:18](=O)[CH2:19][CH3:20].S(=O)(=O)(O)O.[BH4-].[Na+].[OH-].[Na+]. Product: [Br:1][C:2]1[C:3]2[N:4]([C:9]([N:14]([CH2:18][CH2:19][CH3:20])[CH2:15][CH2:16][CH3:17])=[C:10]([S:12][CH3:13])[N:11]=2)[CH:5]=[C:6]([CH3:8])[CH:7]=1. The catalyst class is: 30. (4) Reactant: [NH2:1][CH2:2][CH:3]1[CH:8]2[CH:4]1[CH2:5][N:6]([C:9]1[N:14]=[CH:13][C:12]([C:15]([O:17][CH2:18][CH3:19])=[O:16])=[CH:11][N:10]=1)[CH2:7]2.[CH:20]1[C:29]2[C:24](=[CH:25][CH:26]=[CH:27][CH:28]=2)[CH:23]=[CH:22][C:21]=1[CH:30]=O.[BH4-].[Na+].[NH4+].[Cl-]. Product: [CH:20]1[C:29]2[C:24](=[CH:25][CH:26]=[CH:27][CH:28]=2)[CH:23]=[CH:22][C:21]=1[CH2:30][NH:1][CH2:2][CH:3]1[CH:8]2[CH:4]1[CH2:5][N:6]([C:9]1[N:10]=[CH:11][C:12]([C:15]([O:17][CH2:18][CH3:19])=[O:16])=[CH:13][N:14]=1)[CH2:7]2. The catalyst class is: 24. (5) Reactant: [NH:1]1[CH2:6][CH2:5][CH:4]([CH2:7][OH:8])[CH2:3][CH2:2]1.Cl[C:10]([O:12][CH2:13][C:14]1[CH:19]=[CH:18][CH:17]=[CH:16][CH:15]=1)=[O:11]. Product: [OH:8][CH2:7][CH:4]1[CH2:5][CH2:6][N:1]([C:10]([O:12][CH2:13][C:14]2[CH:19]=[CH:18][CH:17]=[CH:16][CH:15]=2)=[O:11])[CH2:2][CH2:3]1. The catalyst class is: 2. (6) Reactant: [CH2:1]([O:3][C:4](=[O:19])[CH:5]=[C:6]([CH3:18])[CH:7]=[CH:8][CH2:9]P(OCC)(OCC)=O)[CH3:2].C[Si]([N-][Si](C)(C)C)(C)C.[Li+].[CH3:30][C:31]1([CH3:49])[CH2:39][CH2:38][C:37]([CH3:41])([CH3:40])[C:36]2[CH2:35][C:34]([CH2:44][CH2:45][CH2:46][CH2:47][CH3:48])([CH:42]=O)[CH2:33][C:32]1=2.Cl. Product: [CH2:1]([O:3][C:4](=[O:19])[CH:5]=[C:6]([CH3:18])[CH:7]=[CH:8][CH:9]=[CH:42][C:34]1([CH2:44][CH2:45][CH2:46][CH2:47][CH3:48])[CH2:33][C:32]2[C:31]([CH3:30])([CH3:49])[CH2:39][CH2:38][C:37]([CH3:41])([CH3:40])[C:36]=2[CH2:35]1)[CH3:2]. The catalyst class is: 134. (7) Product: [Br:1][C:2]1[N:3]=[C:4](/[CH:8]=[CH:21]/[C:19]2[N:20]=[C:16]3[N:17]([C:12]([CH3:11])=[N:13][CH:14]=[C:15]3[CH3:41])[N:18]=2)[N:5]([CH3:7])[CH:6]=1. Reactant: [Br:1][C:2]1[N:3]=[C:4]([CH:8]=O)[N:5]([CH3:7])[CH:6]=1.[Cl-].[CH3:11][C:12]1[N:17]2[N:18]=[C:19]([CH2:21][P+](C3C=CC=CC=3)(C3C=CC=CC=3)C3C=CC=CC=3)[N:20]=[C:16]2[C:15]([CH3:41])=[CH:14][N:13]=1.C1CCN2C(=NCCC2)CC1. The catalyst class is: 7. (8) Reactant: [F:1][CH2:2][CH:3]([OH:40])[CH2:4][O:5][C@H:6]1[CH2:11][CH2:10][C@H:9]([N:12]2[C:17](=[O:18])[C:16]([CH2:19][C:20]3[CH:25]=[CH:24][C:23]([C:26]4[C:27]([C:32]#[N:33])=[CH:28][CH:29]=[CH:30][CH:31]=4)=[CH:22][CH:21]=3)=[C:15]([CH2:34][CH2:35][CH3:36])[N:14]3[N:37]=[CH:38][N:39]=[C:13]23)[CH2:8][CH2:7]1.[CH3:41]C(OI1(OC(C)=O)(OC(C)=O)OC(=O)C2C=CC=CC1=2)=O.C(=O)([O-])O.[Na+].S([O-])([O-])(=O)=S.[Na+].[Na+]. Product: [F:1][CH2:2][C:3]([OH:40])([CH3:41])[CH2:4][O:5][C@H:6]1[CH2:11][CH2:10][C@H:9]([N:12]2[C:17](=[O:18])[C:16]([CH2:19][C:20]3[CH:25]=[CH:24][C:23]([C:26]4[C:27]([C:32]#[N:33])=[CH:28][CH:29]=[CH:30][CH:31]=4)=[CH:22][CH:21]=3)=[C:15]([CH2:34][CH2:35][CH3:36])[N:14]3[N:37]=[CH:38][N:39]=[C:13]23)[CH2:8][CH2:7]1. The catalyst class is: 10. (9) Reactant: Cl[C:2]1[N:7]=[C:6]([Cl:8])[N:5]=[C:4]([N:9]2[CH2:14][CH2:13][O:12][CH2:11][CH2:10]2)[N:3]=1.[F:15][CH:16]([F:26])[C:17]1[NH:18][C:19]2[CH:25]=[CH:24][CH:23]=[CH:22][C:20]=2[N:21]=1.C(=O)([O-])[O-].[K+].[K+].CN(C=O)C. Product: [Cl:8][C:6]1[N:5]=[C:4]([N:9]2[CH2:14][CH2:13][O:12][CH2:11][CH2:10]2)[N:3]=[C:2]([N:18]2[C:19]3[CH:25]=[CH:24][CH:23]=[CH:22][C:20]=3[N:21]=[C:17]2[CH:16]([F:15])[F:26])[N:7]=1. The catalyst class is: 6.